This data is from Catalyst prediction with 721,799 reactions and 888 catalyst types from USPTO. The task is: Predict which catalyst facilitates the given reaction. (1) Reactant: [O:1]=C(CCC(O)=O)C(O)=O.[Cl:11][C:12]1[CH:13]=[CH:14][C:15]2[CH2:21][CH2:20][NH:19][CH2:18][C@H:17]([CH3:22])[C:16]=2[CH:23]=1.O.[C:25]([OH:37])(=[O:36])[CH2:26][C:27]([CH2:32][C:33]([OH:35])=[O:34])([C:29]([OH:31])=[O:30])[OH:28].[C:38]([OH:50])(=[O:49])[CH2:39][C:40]([CH2:45][C:46]([OH:48])=[O:47])([C:42]([OH:44])=[O:43])[OH:41]. Product: [OH2:1].[C:25]([OH:37])(=[O:36])[CH2:26][C:27]([CH2:32][C:33]([OH:35])=[O:34])([C:29]([OH:31])=[O:30])[OH:28].[Cl:11][C:12]1[CH:13]=[CH:14][C:15]2[CH2:21][CH2:20][NH:19][CH2:18][C@H:17]([CH3:22])[C:16]=2[CH:23]=1.[Cl:11][C:12]1[CH:13]=[CH:14][C:15]2[CH2:21][CH2:20][NH:19][CH2:18][C@H:17]([CH3:22])[C:16]=2[CH:23]=1.[C:38]([OH:50])(=[O:49])[CH2:39][C:40]([CH2:45][C:46]([OH:48])=[O:47])([C:42]([OH:44])=[O:43])[OH:41]. The catalyst class is: 6. (2) Reactant: C([O:3][C:4]([C:6]1[O:10][C:9]([CH2:11][NH:12][C:13]([C:15]2[CH:19]=[C:18]([NH:20][C:21](=[O:31])[C:22]3[CH:27]=[C:26]([F:28])[C:25]([F:29])=[CH:24][C:23]=3[Cl:30])[NH:17][N:16]=2)=[O:14])=[CH:8][CH:7]=1)=[O:5])C.[OH-].[Na+].Cl. Product: [C:4]([C:6]1[O:10][C:9]([CH2:11][NH:12][C:13]([C:15]2[CH:19]=[C:18]([NH:20][C:21](=[O:31])[C:22]3[CH:27]=[C:26]([F:28])[C:25]([F:29])=[CH:24][C:23]=3[Cl:30])[NH:17][N:16]=2)=[O:14])=[CH:8][CH:7]=1)([OH:5])=[O:3]. The catalyst class is: 8. (3) Reactant: [CH3:1][N:2]1[C:7]2=[CH:8][N:9]([C@@H:17]([CH2:28][CH2:29][C:30]([O:32]CC3C=CC=CC=3)=[O:31])[C:18]([O:20]CC3C=CC=CC=3)=[O:19])[C:10]([C:11]3[CH:16]=[CH:15][CH:14]=[CH:13][CH:12]=3)=[C:6]2[C:5](=[O:40])[N:4]([CH3:41])[C:3]1=[O:42]. Product: [CH3:1][N:2]1[C:7]2=[CH:8][N:9]([C@@H:17]([CH2:28][CH2:29][C:30]([OH:32])=[O:31])[C:18]([OH:20])=[O:19])[C:10]([C:11]3[CH:16]=[CH:15][CH:14]=[CH:13][CH:12]=3)=[C:6]2[C:5](=[O:40])[N:4]([CH3:41])[C:3]1=[O:42]. The catalyst class is: 63. (4) Reactant: C([O:8][C:9]1[CH:10]=[C:11]([C:24]2[CH2:28][C:27]([CH2:36][C:37]([O:39][C:40]([CH3:43])([CH3:42])[CH3:41])=[O:38])([C:29]([O:31][C:32]([CH3:35])([CH3:34])[CH3:33])=[O:30])[O:26][N:25]=2)[CH:12]=[C:13](/[CH:15]=[CH:16]/[C:17]([O:19][C:20]([CH3:23])([CH3:22])[CH3:21])=[O:18])[CH:14]=1)C1C=CC=CC=1. Product: [C:40]([O:39][C:37](=[O:38])[CH2:36][C:27]1([C:29]([O:31][C:32]([CH3:35])([CH3:34])[CH3:33])=[O:30])[O:26][N:25]=[C:24]([C:11]2[CH:10]=[C:9]([OH:8])[CH:14]=[C:13]([CH2:15][CH2:16][C:17]([O:19][C:20]([CH3:21])([CH3:23])[CH3:22])=[O:18])[CH:12]=2)[CH2:28]1)([CH3:41])([CH3:42])[CH3:43]. The catalyst class is: 354. (5) Reactant: Br[CH2:2][C:3]([C:5]1[CH:10]=[CH:9][CH:8]=[CH:7][CH:6]=1)=[O:4].[NH:11]1[CH2:16][CH2:15][CH:14]([NH:17][C:18](=[O:24])[O:19][C:20]([CH3:23])([CH3:22])[CH3:21])[CH2:13][CH2:12]1.CCN(C(C)C)C(C)C.[OH-].[Na+]. Product: [C:20]([O:19][C:18](=[O:24])[NH:17][CH:14]1[CH2:15][CH2:16][N:11]([CH2:2][C:3](=[O:4])[C:5]2[CH:10]=[CH:9][CH:8]=[CH:7][CH:6]=2)[CH2:12][CH2:13]1)([CH3:23])([CH3:21])[CH3:22]. The catalyst class is: 1. (6) Reactant: Cl[C:2]1[C:30]([F:31])=[CH:29][CH:28]=[C:27]([F:32])[C:3]=1[CH2:4][N:5]1[CH2:10][CH2:9][NH:8][C:7]2[N:11]=[CH:12][C:13]([C:15]3[CH:16]=[N:17][C:18]([N:21]4[CH2:26][CH2:25][O:24][CH2:23][CH2:22]4)=[CH:19][CH:20]=3)=[CH:14][C:6]1=2.[C:33]([Cu])#[N:34]. Product: [F:32][C:27]1[C:3]([CH2:4][N:5]2[CH2:10][CH2:9][NH:8][C:7]3[N:11]=[CH:12][C:13]([C:15]4[CH:16]=[N:17][C:18]([N:21]5[CH2:22][CH2:23][O:24][CH2:25][CH2:26]5)=[CH:19][CH:20]=4)=[CH:14][C:6]2=3)=[C:2]([C:30]([F:31])=[CH:29][CH:28]=1)[C:33]#[N:34]. The catalyst class is: 3.